From a dataset of Reaction yield outcomes from USPTO patents with 853,638 reactions. Predict the reaction yield, written as a fraction of the theoretical maximum amount of product (1.0 means a 100% yield; for example, 0.34 means a 34% yield). (1) The reactants are [N+:1]([C:4]1[CH:9]=[CH:8][C:7]([CH2:10][CH2:11][CH2:12][C:13]([NH2:15])=O)=[CH:6][CH:5]=1)([O-:3])=[O:2].C(OC(C(F)(F)F)=O)(C(F)(F)F)=O. The catalyst is C(Cl)Cl. The product is [N+:1]([C:4]1[CH:5]=[CH:6][C:7]([CH2:10][CH2:11][CH2:12][C:13]#[N:15])=[CH:8][CH:9]=1)([O-:3])=[O:2]. The yield is 0.930. (2) The reactants are Cl.[CH:2]([N:5]1[C:9]([C:10]2[N:19]=[C:18]3[N:12]([CH2:13][CH2:14][O:15][C:16]4[CH:23]=[C:22]([CH:24]5[CH2:29][CH2:28][NH:27][CH2:26][CH2:25]5)[CH:21]=[CH:20][C:17]=43)[CH:11]=2)=[N:8][C:7]([CH3:30])=[N:6]1)([CH3:4])[CH3:3].C(=O)([O-])[O-].[K+].[K+].Br[CH2:38][C:39]([NH2:41])=[O:40]. The catalyst is CN(C=O)C.C(OCC)(=O)C.CO. The product is [CH:2]([N:5]1[C:9]([C:10]2[N:19]=[C:18]3[C:17]4[CH:20]=[CH:21][C:22]([CH:24]5[CH2:29][CH2:28][N:27]([CH2:38][C:39]([NH2:41])=[O:40])[CH2:26][CH2:25]5)=[CH:23][C:16]=4[O:15][CH2:14][CH2:13][N:12]3[CH:11]=2)=[N:8][C:7]([CH3:30])=[N:6]1)([CH3:4])[CH3:3]. The yield is 0.410. (3) The reactants are [Cl:1][C:2]1[CH:7]=[CH:6][CH:5]=[C:4]([F:8])[C:3]=1[C:9]1[N:13]=[C:12]([C:14]2[CH:18]=[C:17]([C:19]3[CH:24]=[CH:23][C:22]([O:25][C:26]([F:29])([F:28])[F:27])=[CH:21][CH:20]=3)[S:16][CH:15]=2)[N:11]([CH3:30])[N:10]=1.[Br:31]Br.O. The catalyst is C(O)(=O)C. The product is [Cl:1][C:2]1[CH:7]=[CH:6][CH:5]=[C:4]([F:8])[C:3]=1[C:9]1[N:13]=[C:12]([C:14]2[CH:18]=[C:17]([C:19]3[CH:20]=[CH:21][C:22]([O:25][C:26]([F:29])([F:28])[F:27])=[CH:23][CH:24]=3)[S:16][C:15]=2[Br:31])[N:11]([CH3:30])[N:10]=1. The yield is 0.970. (4) The reactants are [N:1]1[CH:6]=[CH:5][CH:4]=[C:3]([O:7][CH2:8][CH2:9][OH:10])[CH:2]=1.CN1CCOCC1.ClC(OC1C=CC([N+]([O-])=O)=CC=1)=O.[CH:31]([CH:34]1[C:39]2[N:40]=[CH:41][NH:42][C:38]=2[CH2:37][CH2:36][N:35]1[C:43](OCC1SC=CN=1)=[O:44])([CH3:33])[CH3:32].CCN(C(C)C)C(C)C. The catalyst is C(Cl)Cl. The product is [CH:31]([CH:34]1[C:39]2[N:40]=[CH:41][NH:42][C:38]=2[CH2:37][CH2:36][N:35]1[C:43]([O:10][CH2:9][CH2:8][O:7][C:3]1[CH:2]=[N:1][CH:6]=[CH:5][CH:4]=1)=[O:44])([CH3:33])[CH3:32]. The yield is 0.0100. (5) The reactants are Cl[C:2]1[CH:7]=[C:6]([CH3:8])[NH:5][C:4](=[O:9])[C:3]=1[C:10]#[N:11].OCC1(OC[C@@H](O)[C@@H](O)[C@H]1O)O.[CH3:24][NH2:25].C(O)C. No catalyst specified. The product is [CH3:8][C:6]1[NH:5][C:4](=[O:9])[C:3]([C:10]#[N:11])=[C:2]([NH:25][CH3:24])[CH:7]=1. The yield is 1.00. (6) The product is [CH2:1]([N:8]1[C:16]2[C:15](=[O:17])[N:14]([CH2:18][CH2:19][CH2:20][O:21][CH:22]3[CH2:27][CH2:26][CH2:25][CH2:24][O:23]3)[C:13](=[O:28])[N:12]([CH2:29][O:30][CH2:31][CH2:32][Si:33]([CH3:36])([CH3:35])[CH3:34])[C:11]=2[N:10]=[C:9]1[O:47][C:43]1[CH:44]=[CH:45][CH:46]=[C:41]([O:40][C:39]([F:38])([F:48])[F:49])[CH:42]=1)[C:2]1[CH:7]=[CH:6][CH:5]=[CH:4][CH:3]=1. The yield is 0.893. The catalyst is CN(C=O)C.C(OCC)(=O)C.O. The reactants are [CH2:1]([N:8]1[C:16]2[C:15](=[O:17])[N:14]([CH2:18][CH2:19][CH2:20][O:21][CH:22]3[CH2:27][CH2:26][CH2:25][CH2:24][O:23]3)[C:13](=[O:28])[N:12]([CH2:29][O:30][CH2:31][CH2:32][Si:33]([CH3:36])([CH3:35])[CH3:34])[C:11]=2[N:10]=[C:9]1Cl)[C:2]1[CH:7]=[CH:6][CH:5]=[CH:4][CH:3]=1.[F:38][C:39]([F:49])([F:48])[O:40][C:41]1[CH:42]=[C:43]([OH:47])[CH:44]=[CH:45][CH:46]=1.C(=O)([O-])[O-].[K+].[K+].